Dataset: Catalyst prediction with 721,799 reactions and 888 catalyst types from USPTO. Task: Predict which catalyst facilitates the given reaction. (1) Reactant: C([O:8][C:9]1[CH:10]=[CH:11][C:12]([C@@H:20]([O:63][Si:64]([C:67]([CH3:70])([CH3:69])[CH3:68])([CH3:66])[CH3:65])[CH2:21][NH:22][CH2:23][CH2:24][CH2:25][CH2:26][CH2:27][O:28][C:29]2[CH:62]=[CH:61][C:32]([C:33]([NH:35][C:36]3[CH:37]=[C:38]([C:42]([OH:60])([C:54]4[CH:59]=[CH:58][CH:57]=[CH:56][CH:55]=4)[C:43]([O:45][C@@H:46]4[CH:51]5[CH2:52][CH2:53][N:48]([CH2:49][CH2:50]5)[CH2:47]4)=[O:44])[CH:39]=[CH:40][CH:41]=3)=[O:34])=[CH:31][CH:30]=2)=[C:13]2[C:18]=1[NH:17][C:16](=[O:19])[CH:15]=[CH:14]2)C1C=CC=CC=1.O. Product: [Si:64]([O:63][C@H:20]([C:12]1[CH:11]=[CH:10][C:9]([OH:8])=[C:18]2[C:13]=1[CH:14]=[CH:15][C:16](=[O:19])[NH:17]2)[CH2:21][NH:22][CH2:23][CH2:24][CH2:25][CH2:26][CH2:27][O:28][C:29]1[CH:30]=[CH:31][C:32]([C:33]([NH:35][C:36]2[CH:37]=[C:38]([C:42]([OH:60])([C:54]3[CH:55]=[CH:56][CH:57]=[CH:58][CH:59]=3)[C:43]([O:45][C@@H:46]3[CH:51]4[CH2:52][CH2:53][N:48]([CH2:49][CH2:50]4)[CH2:47]3)=[O:44])[CH:39]=[CH:40][CH:41]=2)=[O:34])=[CH:61][CH:62]=1)([C:67]([CH3:70])([CH3:68])[CH3:69])([CH3:66])[CH3:65]. The catalyst class is: 19. (2) Reactant: [C:9](O[C:9]([O:11][C:12]([CH3:15])([CH3:14])[CH3:13])=[O:10])([O:11][C:12]([CH3:15])([CH3:14])[CH3:13])=[O:10].[NH:16]1[CH2:20][CH2:19][C@@H:18]([OH:21])[CH2:17]1.C([O-])(O)=O.[Na+].C(Cl)Cl. Product: [C:12]([O:11][C:9]([N:16]1[CH2:20][CH2:19][C@@H:18]([OH:21])[CH2:17]1)=[O:10])([CH3:13])([CH3:14])[CH3:15]. The catalyst class is: 7. (3) Reactant: [F:1][C:2]1[CH:3]=[C:4]([CH:8]=[CH:9][CH:10]=1)[C:5]([NH2:7])=[NH:6].C[O:12][C:13](=O)[CH2:14][C:15](=O)[CH2:16][CH2:17][CH2:18][CH3:19].[O-]CC.[Na+]. Product: [CH2:16]([C:15]1[N:7]=[C:5]([C:4]2[CH:8]=[CH:9][CH:10]=[C:2]([F:1])[CH:3]=2)[NH:6][C:13](=[O:12])[CH:14]=1)[CH2:17][CH2:18][CH3:19]. The catalyst class is: 8. (4) Reactant: [CH:1]1[CH:6]=[CH:5][C:4]([P:7]([C:14]2[CH:19]=[CH:18][CH:17]=[CH:16][CH:15]=2)[C:8]2C=CC=C[CH:9]=2)=[CH:3][CH:2]=1.Cl.ClCC[NH2:24].O. Product: [NH2:24][CH2:9][CH2:8][P:7]([C:14]1[CH:19]=[CH:18][CH:17]=[CH:16][CH:15]=1)[C:4]1[CH:5]=[CH:6][CH:1]=[CH:2][CH:3]=1. The catalyst class is: 1. (5) Reactant: Cl[C:2]1[N:7]=[C:6]([C:8]2[CH:9]=[C:10]([O:15][CH:16]([F:18])[F:17])[C:11]([NH2:14])=[N:12][CH:13]=2)[CH:5]=[C:4]([C:19]2[CH:20]=[N:21][N:22]([CH2:24][CH3:25])[CH:23]=2)[N:3]=1.[CH:26]1(B(O)O)[CH2:28][CH2:27]1.C[C@]12C[C@@]3(C)O[C@](C)(C[C@](C)(O3)O1)P2C1C=CC=CC=1.C(=O)([O-])[O-].[Cs+].[Cs+]. Product: [CH:26]1([C:2]2[N:7]=[C:6]([C:8]3[CH:9]=[C:10]([O:15][CH:16]([F:18])[F:17])[C:11]([NH2:14])=[N:12][CH:13]=3)[CH:5]=[C:4]([C:19]3[CH:20]=[N:21][N:22]([CH2:24][CH3:25])[CH:23]=3)[N:3]=2)[CH2:28][CH2:27]1. The catalyst class is: 62. (6) Reactant: [NH2:1][C:2]1[CH:12]=[CH:11][C:5]([C:6]([O:8][CH2:9][CH3:10])=[O:7])=[CH:4][CH:3]=1.N1C=CC=CC=1.[Br:19]Br.OP(O)(O)=O. Product: [NH2:1][C:2]1[CH:3]=[CH:4][C:5]([C:6]([O:8][CH2:9][CH3:10])=[O:7])=[CH:11][C:12]=1[Br:19]. The catalyst class is: 268. (7) Product: [CH2:1]([N:3]([CH2:15][C:16]1[CH:21]=[CH:20][CH:19]=[CH:18][C:17]=1[F:22])[C:4](=[O:14])[CH2:5][O:6][C:7]1[CH:8]=[CH:9][C:10]([O:13][CH2:24][C:25]2[CH:34]=[CH:33][CH:32]=[CH:31][C:26]=2[C:27]([O:29][CH3:30])=[O:28])=[CH:11][CH:12]=1)[CH3:2]. Reactant: [CH2:1]([N:3]([CH2:15][C:16]1[CH:21]=[CH:20][CH:19]=[CH:18][C:17]=1[F:22])[C:4](=[O:14])[CH2:5][O:6][C:7]1[CH:12]=[CH:11][C:10]([OH:13])=[CH:9][CH:8]=1)[CH3:2].Br[CH2:24][C:25]1[CH:34]=[CH:33][CH:32]=[CH:31][C:26]=1[C:27]([O:29][CH3:30])=[O:28].C(=O)([O-])[O-].[K+].[K+].CCOC(C)=O. The catalyst class is: 10. (8) Reactant: [Li+].[BH4-].[C:3]([C:5]1[CH:10]=[CH:9][C:8]([CH:11]([CH3:17])[C:12](OCC)=[O:13])=[CH:7][C:6]=1[O:18][CH3:19])#[N:4].O. Product: [OH:13][CH2:12][CH:11]([C:8]1[CH:9]=[CH:10][C:5]([C:3]#[N:4])=[C:6]([O:18][CH3:19])[CH:7]=1)[CH3:17]. The catalyst class is: 1. (9) Reactant: FC(F)(F)C([NH:5][CH2:6][CH2:7][C:8]1[CH:13]=[CH:12][C:11]([S:14][C:15]2[CH:20]=[CH:19][C:18]([OH:21])=[CH:17][CH:16]=2)=[CH:10][CH:9]=1)=O.[OH-].[Na+]. The catalyst class is: 5. Product: [NH2:5][CH2:6][CH2:7][C:8]1[CH:9]=[CH:10][C:11]([S:14][C:15]2[CH:16]=[CH:17][C:18]([OH:21])=[CH:19][CH:20]=2)=[CH:12][CH:13]=1.